From a dataset of hERG Central: cardiac toxicity at 1µM, 10µM, and general inhibition. Predict hERG channel inhibition at various concentrations. (1) The molecule is CC1(C)CC(=O)C=C(Nc2ccc(OCC(F)(F)C(F)F)cc2)C1. Results: hERG_inhib (hERG inhibition (general)): blocker. (2) The compound is Cc1nc2cc(NCc3ccc(Cl)cc3)ccc2n1C. Results: hERG_inhib (hERG inhibition (general)): blocker. (3) The compound is O=C(NCC(=O)N1CCN(c2cccc(Cl)c2)CC1)c1ccc(Br)o1. Results: hERG_inhib (hERG inhibition (general)): blocker. (4) The compound is Cc1cc(C)nc(NC2=NCN(Cc3ccccc3)CN2Cc2ccccc2)n1. Results: hERG_inhib (hERG inhibition (general)): blocker.